Dataset: Full USPTO retrosynthesis dataset with 1.9M reactions from patents (1976-2016). Task: Predict the reactants needed to synthesize the given product. (1) Given the product [Cl:20][C:6]1[CH:5]=[N:4][CH:3]=[C:2]([Cl:1])[C:7]=1[S:8][C:9]1[S:13][C:12]([C:14]([NH:30][CH:27]2[CH2:28][CH2:29][N:24]([CH:21]([CH3:23])[CH3:22])[CH2:25][CH2:26]2)=[O:16])=[CH:11][C:10]=1[N+:17]([O-:19])=[O:18], predict the reactants needed to synthesize it. The reactants are: [Cl:1][C:2]1[CH:3]=[N:4][CH:5]=[C:6]([Cl:20])[C:7]=1[S:8][C:9]1[S:13][C:12]([C:14]([OH:16])=O)=[CH:11][C:10]=1[N+:17]([O-:19])=[O:18].[CH:21]([N:24]1[CH2:29][CH2:28][CH:27]([NH2:30])[CH2:26][CH2:25]1)([CH3:23])[CH3:22]. (2) The reactants are: [C:1]1([CH3:21])[CH:6]=[C:5]([CH3:7])[CH:4]=[C:3]([CH3:8])[C:2]=1[S:9]([N:12]1[C:16]2[CH:17]=[CH:18][CH:19]=[CH:20][C:15]=2[N:14]=[CH:13]1)(=[O:11])=[O:10].C1COCC1.C1(C)C=CC=CC=1.[Li]CCCC.Cl[P:40]([CH:47]1[CH2:52][CH2:51][CH2:50][CH2:49][CH2:48]1)[CH:41]1[CH2:46][CH2:45][CH2:44][CH2:43][CH2:42]1. Given the product [CH:47]1([P:40]([CH:41]2[CH2:42][CH2:43][CH2:44][CH2:45][CH2:46]2)[C:13]2[N:12]([S:9]([C:2]3[C:3]([CH3:8])=[CH:4][C:5]([CH3:7])=[CH:6][C:1]=3[CH3:21])(=[O:11])=[O:10])[C:16]3[CH:17]=[CH:18][CH:19]=[CH:20][C:15]=3[N:14]=2)[CH2:48][CH2:49][CH2:50][CH2:51][CH2:52]1, predict the reactants needed to synthesize it. (3) Given the product [N:39]1[CH:40]=[CH:41][C:36]([C:2]2[CH:3]=[N:4][C:5]([N:8]3[CH2:20][C:19]4[C:18](=[O:21])[C:17]5[CH:16]=[CH:15][CH:14]=[CH:13][C:12]=5[NH:11][C:10]=4[CH:9]3[C:22]3[CH:27]=[CH:26][C:25]4[O:28][CH2:29][O:30][C:24]=4[CH:23]=3)=[N:6][CH:7]=2)=[CH:37][CH:38]=1, predict the reactants needed to synthesize it. The reactants are: Br[C:2]1[CH:3]=[N:4][C:5]([N:8]2[CH2:20][C:19]3[C:18](=[O:21])[C:17]4[CH:16]=[CH:15][CH:14]=[CH:13][C:12]=4[NH:11][C:10]=3[CH:9]2[C:22]2[CH:27]=[CH:26][C:25]3[O:28][CH2:29][O:30][C:24]=3[CH:23]=2)=[N:6][CH:7]=1.C([Sn](CCCC)(CCCC)[C:36]1[CH:41]=[CH:40][N:39]=[CH:38][CH:37]=1)CCC.